Dataset: Full USPTO retrosynthesis dataset with 1.9M reactions from patents (1976-2016). Task: Predict the reactants needed to synthesize the given product. The reactants are: [I:1]N1C(=O)CCC1=O.[Br:9][C:10]1[C:11]([CH:16]=[O:17])=[CH:12][S:13][C:14]=1[Cl:15].C(OCC)(=O)C. Given the product [Br:9][C:10]1[C:11]([CH:16]=[O:17])=[C:12]([I:1])[S:13][C:14]=1[Cl:15], predict the reactants needed to synthesize it.